Task: Predict the product of the given reaction.. Dataset: Forward reaction prediction with 1.9M reactions from USPTO patents (1976-2016) Given the reactants [C:1]([O:5][C:6]([N:8]1[CH2:11][CH:10]([CH2:12][N:13]2[C:21]3[C:16](=[CH:17][CH:18]=[C:19]([F:22])[CH:20]=3)[C:15]([C:23]3[N:24]=[C:25]4[C:31]([C:32](O)=[O:33])=[CH:30][N:29]([CH2:35][O:36][CH2:37][CH2:38][Si:39]([CH3:42])([CH3:41])[CH3:40])[C:26]4=[N:27][CH:28]=3)=[N:14]2)[CH2:9]1)=[O:7])([CH3:4])([CH3:3])[CH3:2].[CH3:43][C:44]([NH2:47])([CH3:46])[CH3:45].CN(C(ON1N=NC2C=CC=NC1=2)=[N+](C)C)C.F[P-](F)(F)(F)(F)F.C(NC(C)C)(C)C, predict the reaction product. The product is: [C:44]([NH:47][C:32]([C:31]1[C:25]2[C:26](=[N:27][CH:28]=[C:23]([C:15]3[C:16]4[C:21](=[CH:20][C:19]([F:22])=[CH:18][CH:17]=4)[N:13]([CH2:12][CH:10]4[CH2:11][N:8]([C:6]([O:5][C:1]([CH3:3])([CH3:4])[CH3:2])=[O:7])[CH2:9]4)[N:14]=3)[N:24]=2)[N:29]([CH2:35][O:36][CH2:37][CH2:38][Si:39]([CH3:40])([CH3:41])[CH3:42])[CH:30]=1)=[O:33])([CH3:46])([CH3:45])[CH3:43].